Dataset: Full USPTO retrosynthesis dataset with 1.9M reactions from patents (1976-2016). Task: Predict the reactants needed to synthesize the given product. (1) Given the product [CH3:1][C:2]1[CH:3]=[C:4]2[C:7](=[O:8])[O:9][CH2:10][CH2:11][N:5]2[N:6]=1, predict the reactants needed to synthesize it. The reactants are: [CH3:1][C:2]1[NH:6][N:5]=[C:4]([C:7]([O:9][CH2:10][CH2:11]Cl)=[O:8])[CH:3]=1.C([O-])([O-])=O.[Cs+].[Cs+]. (2) Given the product [OH:1][CH:2]([C:6]1[CH:7]=[CH:8][C:9]([C:12]2[N:16]=[C:15]([C:17]3[O:21][N:20]=[C:19]([C:22]4[CH:27]=[CH:26][CH:25]=[CH:24][CH:23]=4)[C:18]=3[C:28]([F:29])([F:30])[F:31])[O:14][N:13]=2)=[CH:10][CH:11]=1)[C:3]([NH:41][CH2:40][C:37]1[C:36]([CH3:42])=[N:35][N:34]([CH3:33])[C:38]=1[CH3:39])=[O:4], predict the reactants needed to synthesize it. The reactants are: [OH:1][CH:2]([C:6]1[CH:11]=[CH:10][C:9]([C:12]2[N:16]=[C:15]([C:17]3[O:21][N:20]=[C:19]([C:22]4[CH:27]=[CH:26][CH:25]=[CH:24][CH:23]=4)[C:18]=3[C:28]([F:31])([F:30])[F:29])[O:14][N:13]=2)=[CH:8][CH:7]=1)[C:3](O)=[O:4].Cl.[CH3:33][N:34]1[C:38]([CH3:39])=[C:37]([CH2:40][NH2:41])[C:36]([CH3:42])=[N:35]1.CN1CCOCC1.CN(C(ON1N=NC2C=CC=NC1=2)=[N+](C)C)C.F[P-](F)(F)(F)(F)F. (3) Given the product [OH:10][C:4]1[C:3]([O:2][CH3:1])=[CH:8][C:7]([CH:11]=[O:12])=[C:6]([CH3:9])[CH:5]=1, predict the reactants needed to synthesize it. The reactants are: [CH3:1][O:2][C:3]1[CH:8]=[CH:7][C:6]([CH3:9])=[CH:5][C:4]=1[OH:10].[CH3:11][O:12]C(Cl)Cl. (4) Given the product [CH3:1][C:2]1([CH2:21][C:22]([O:24][CH2:25][CH3:26])=[O:23])[CH2:11][CH2:10][C:9]2[C:4](=[CH:5][CH:6]=[C:7]([B:35]3[O:36][C:37]([CH3:39])([CH3:38])[C:33]([CH3:49])([CH3:32])[O:34]3)[CH:8]=2)[C:3]1=[O:20], predict the reactants needed to synthesize it. The reactants are: [CH3:1][C:2]1([CH2:21][C:22]([O:24][CH2:25][CH3:26])=[O:23])[CH2:11][CH2:10][C:9]2[C:4](=[CH:5][CH:6]=[C:7](OS(C(F)(F)F)(=O)=O)[CH:8]=2)[C:3]1=[O:20].C([O-])(=O)C.[K+].[CH3:32][C:33]1([CH3:49])[C:37]([CH3:39])([CH3:38])[O:36][B:35]([B:35]2[O:36][C:37]([CH3:39])([CH3:38])[C:33]([CH3:49])([CH3:32])[O:34]2)[O:34]1. (5) Given the product [OH:1][CH2:2][C@@H:3]([NH:10][C:11]([C:13]1[NH:14][CH:15]=[C:16]([C:18]2[C:19]([CH3:24])=[CH:20][N:32]=[C:30]([NH:29][CH:26]3[CH2:28][CH2:27]3)[N:31]=2)[CH:17]=1)=[O:12])[C:4]1[CH:5]=[CH:6][CH:7]=[CH:8][CH:9]=1, predict the reactants needed to synthesize it. The reactants are: [OH:1][CH2:2][CH:3]([NH:10][C:11]([C:13]1[NH:14][CH:15]=[C:16]([C:18](=O)[C:19]([CH3:24])=[CH:20]N(C)C)[CH:17]=1)=[O:12])[C:4]1[CH:9]=[CH:8][CH:7]=[CH:6][CH:5]=1.[CH:26]1([NH:29][C:30]([NH2:32])=[NH:31])[CH2:28][CH2:27]1.Cl.C(=O)([O-])[O-].[K+].[K+]. (6) Given the product [CH:30]1([CH2:29][CH:28]([N:4]2[C:3](=[O:15])[CH:2]=[C:7]([O:16][C:17]3[C:22](=[O:23])[CH:21]=[CH:20][O:19][C:18]=3[CH3:24])[CH:6]=[N:5]2)[C:27]([OH:26])=[O:36])[CH2:34][CH2:33][CH2:32][CH2:31]1, predict the reactants needed to synthesize it. The reactants are: Cl[C:2]1[C:3](=[O:15])[N:4](C2CCCCO2)[N:5]=[CH:6][C:7]=1Cl.[OH:16][C:17]1[C:22](=[O:23])[CH:21]=[CH:20][O:19][C:18]=1[CH3:24].C[O:26][C:27](=[O:36])[CH:28](Br)[CH2:29][CH:30]1[CH2:34][CH2:33][CH2:32][CH2:31]1. (7) Given the product [N:1]1([C:9]2[CH:14]=[CH:13][C:12]([C:15]34[CH2:22][N:19]([CH2:20][CH2:21]3)[CH2:18][CH:17]=[CH:16]4)=[CH:11][N:10]=2)[CH:5]=[CH:4][N:3]=[CH:2]1, predict the reactants needed to synthesize it. The reactants are: [NH:1]1[CH:5]=[CH:4][N:3]=[CH:2]1.[H-].[Na+].Br[C:9]1[CH:14]=[CH:13][C:12]([C:15]23[CH2:22][N:19]([CH2:20][CH2:21]2)[CH2:18][CH:17]=[CH:16]3)=[CH:11][N:10]=1.